From a dataset of NCI-60 drug combinations with 297,098 pairs across 59 cell lines. Regression. Given two drug SMILES strings and cell line genomic features, predict the synergy score measuring deviation from expected non-interaction effect. (1) Drug 1: CC1CCC2CC(C(=CC=CC=CC(CC(C(=O)C(C(C(=CC(C(=O)CC(OC(=O)C3CCCCN3C(=O)C(=O)C1(O2)O)C(C)CC4CCC(C(C4)OC)OCCO)C)C)O)OC)C)C)C)OC. Drug 2: C1CN(CCN1C(=O)CCBr)C(=O)CCBr. Cell line: SF-295. Synergy scores: CSS=32.9, Synergy_ZIP=-10.6, Synergy_Bliss=-3.35, Synergy_Loewe=-28.1, Synergy_HSA=0.771. (2) Drug 1: C1=CN(C=N1)CC(O)(P(=O)(O)O)P(=O)(O)O. Drug 2: C1CCC(C(C1)N)N.C(=O)(C(=O)[O-])[O-].[Pt+4]. Cell line: MOLT-4. Synergy scores: CSS=34.9, Synergy_ZIP=6.19, Synergy_Bliss=3.04, Synergy_Loewe=-18.9, Synergy_HSA=-10.4. (3) Drug 2: C1=CC(=CC=C1CCC2=CNC3=C2C(=O)NC(=N3)N)C(=O)NC(CCC(=O)O)C(=O)O. Synergy scores: CSS=8.80, Synergy_ZIP=-2.35, Synergy_Bliss=1.82, Synergy_Loewe=-11.7, Synergy_HSA=-2.32. Cell line: SK-MEL-28. Drug 1: C1CCC(C1)C(CC#N)N2C=C(C=N2)C3=C4C=CNC4=NC=N3. (4) Cell line: SK-MEL-28. Drug 2: N.N.Cl[Pt+2]Cl. Synergy scores: CSS=29.5, Synergy_ZIP=-10.2, Synergy_Bliss=-3.88, Synergy_Loewe=-8.16, Synergy_HSA=-0.203. Drug 1: CCC1=C2CN3C(=CC4=C(C3=O)COC(=O)C4(CC)O)C2=NC5=C1C=C(C=C5)O. (5) Cell line: MDA-MB-231. Synergy scores: CSS=44.8, Synergy_ZIP=7.70, Synergy_Bliss=7.67, Synergy_Loewe=-15.1, Synergy_HSA=8.41. Drug 2: C1CN(P(=O)(OC1)NCCCl)CCCl. Drug 1: CC1=C2C(C(=O)C3(C(CC4C(C3C(C(C2(C)C)(CC1OC(=O)C(C(C5=CC=CC=C5)NC(=O)OC(C)(C)C)O)O)OC(=O)C6=CC=CC=C6)(CO4)OC(=O)C)OC)C)OC. (6) Drug 1: CCCS(=O)(=O)NC1=C(C(=C(C=C1)F)C(=O)C2=CNC3=C2C=C(C=N3)C4=CC=C(C=C4)Cl)F. Drug 2: CNC(=O)C1=NC=CC(=C1)OC2=CC=C(C=C2)NC(=O)NC3=CC(=C(C=C3)Cl)C(F)(F)F. Cell line: NCIH23. Synergy scores: CSS=18.1, Synergy_ZIP=-2.09, Synergy_Bliss=-5.14, Synergy_Loewe=-22.5, Synergy_HSA=-8.12.